Dataset: Reaction yield outcomes from USPTO patents with 853,638 reactions. Task: Predict the reaction yield, written as a fraction of the theoretical maximum amount of product (1.0 means a 100% yield; for example, 0.34 means a 34% yield). (1) The catalyst is C(O)C. The reactants are [C:1]([O:5][C:6]([N:8]1[CH2:13][CH:12]=[C:11]([C:14]2[CH:19]=[CH:18][C:17]([C:20]#N)=[CH:16][C:15]=2[C:22]([F:25])([F:24])[F:23])[CH2:10][CH2:9]1)=[O:7])([CH3:4])([CH3:3])[CH3:2].[OH2:26].[OH-:27].[Na+]. The product is [C:1]([O:5][C:6]([N:8]1[CH2:13][CH:12]=[C:11]([C:14]2[CH:19]=[CH:18][C:17]([C:20]([OH:27])=[O:26])=[CH:16][C:15]=2[C:22]([F:25])([F:24])[F:23])[CH2:10][CH2:9]1)=[O:7])([CH3:4])([CH3:3])[CH3:2]. The yield is 0.980. (2) The reactants are [OH-:1].[Na+].BrBr.[Cl:5][C:6]1[C:11]([Cl:12])=[C:10]([Cl:13])[CH:9]=[CH:8][C:7]=1[C:14](=[O:16])C.Cl. The catalyst is O.O1CCOCC1. The product is [Cl:5][C:6]1[C:11]([Cl:12])=[C:10]([Cl:13])[CH:9]=[CH:8][C:7]=1[C:14]([OH:16])=[O:1]. The yield is 0.910. (3) The reactants are [Br:1][C:2]1[CH:10]=[CH:9][C:5]([C:6]([OH:8])=[O:7])=[C:4]([Cl:11])[CH:3]=1.C(OC(O[C:15]([CH3:18])([CH3:17])[CH3:16])=O)(O[C:15]([CH3:18])([CH3:17])[CH3:16])=O. The catalyst is C1COCC1.CN(C1C=CN=CC=1)C.CCOC(C)=O. The product is [Br:1][C:2]1[CH:10]=[CH:9][C:5]([C:6]([O:8][C:15]([CH3:18])([CH3:17])[CH3:16])=[O:7])=[C:4]([Cl:11])[CH:3]=1. The yield is 0.510. (4) The reactants are C(O[C:6](=O)[N:7]([CH2:9][C:10]1[NH:14][C:13]2[CH:15]=[CH:16][C:17]([C:19]3[C:27]4[C:22](=[CH:23][C:24]([F:28])=[CH:25][CH:26]=4)[NH:21][CH:20]=3)=[CH:18][C:12]=2[N:11]=1)C)(C)(C)C.Cl. The catalyst is C1COCC1. The product is [F:28][C:24]1[CH:23]=[C:22]2[C:27]([C:19]([C:17]3[CH:16]=[CH:15][C:13]4[NH:14][C:10]([CH2:9][NH:7][CH3:6])=[N:11][C:12]=4[CH:18]=3)=[CH:20][NH:21]2)=[CH:26][CH:25]=1. The yield is 0.160. (5) The reactants are C(OC(=O)C)(=O)C.[N+:8]([O-:11])(O)=[O:9].[C:12]([O:15][CH2:16][CH2:17][C:18]1[S:19][CH:20]=[CH:21][CH:22]=1)(=[O:14])[CH3:13]. No catalyst specified. The product is [C:12]([O:15][CH2:16][CH2:17][C:18]1[S:19][C:20]([N+:8]([O-:11])=[O:9])=[CH:21][CH:22]=1)(=[O:14])[CH3:13]. The yield is 0.680. (6) The reactants are [C:1]([C:3]1[C:11]2[CH2:10][CH2:9][NH:8][CH2:7][C:6]=2[S:5][C:4]=1[NH:12][C:13](=[O:27])[CH:14]([C:21]1[CH:26]=[CH:25][CH:24]=[CH:23][CH:22]=1)[C:15]1[CH:20]=[CH:19][CH:18]=[CH:17][CH:16]=1)#[N:2].C=O.[C:30]([BH3-])#N.[Na+]. The catalyst is CO. The product is [C:1]([C:3]1[C:11]2[CH2:10][CH2:9][N:8]([CH3:30])[CH2:7][C:6]=2[S:5][C:4]=1[NH:12][C:13](=[O:27])[CH:14]([C:21]1[CH:22]=[CH:23][CH:24]=[CH:25][CH:26]=1)[C:15]1[CH:20]=[CH:19][CH:18]=[CH:17][CH:16]=1)#[N:2]. The yield is 0.850. (7) The reactants are [NH2:1][N:2]1[C:11](=[O:12])[C:10]2[C:5](=[C:6]([CH3:15])[C:7](F)=[C:8]([F:13])[CH:9]=2)[N:4]([CH:16]2[CH2:18][CH2:17]2)[C:3]1=[O:19].[NH:20]1[CH2:24][CH2:23][CH:22]([CH2:25][C:26]#[N:27])[CH2:21]1.CN(C)C(N(C)C)=N.C(=O)(O)[O-].[Na+]. The catalyst is CS(C)=O. The product is [NH2:1][N:2]1[C:11](=[O:12])[C:10]2[C:5](=[C:6]([CH3:15])[C:7]([N:20]3[CH2:24][CH2:23][CH:22]([CH2:25][C:26]#[N:27])[CH2:21]3)=[C:8]([F:13])[CH:9]=2)[N:4]([CH:16]2[CH2:18][CH2:17]2)[C:3]1=[O:19]. The yield is 0.230. (8) The reactants are C[O:2][C:3](=[O:26])[CH2:4][CH2:5][N:6]1[CH2:11][CH2:10][CH:9]([O:12][C:13]2[CH:18]=[CH:17][C:16]([O:19][C:20]3[CH:25]=[CH:24][CH:23]=[CH:22][CH:21]=3)=[CH:15][CH:14]=2)[CH2:8][CH2:7]1.[OH-].[Na+]. The catalyst is CO.O. The product is [O:19]([C:16]1[CH:15]=[CH:14][C:13]([O:12][CH:9]2[CH2:10][CH2:11][N:6]([CH2:5][CH2:4][C:3]([OH:26])=[O:2])[CH2:7][CH2:8]2)=[CH:18][CH:17]=1)[C:20]1[CH:21]=[CH:22][CH:23]=[CH:24][CH:25]=1. The yield is 1.00. (9) The reactants are [F:1][C:2]1[CH:3]=[C:4]([CH:6]=[CH:7][C:8]=1[F:9])[NH2:5].[C:10]([CH2:12][C:13](OCC)=[O:14])#[N:11]. The catalyst is C(OCC)(=O)C.O1CCCC1. The product is [C:10]([CH2:12][C:13]([NH:5][C:4]1[CH:6]=[CH:7][C:8]([F:9])=[C:2]([F:1])[CH:3]=1)=[O:14])#[N:11]. The yield is 0.560. (10) The reactants are Cl[C:2]1[NH:3][C:4]([C:12]2[CH:17]=[CH:16][CH:15]=[CH:14][CH:13]=2)=[CH:5][C:6]=1[C:7]([O:9][CH2:10][CH3:11])=[O:8]. The catalyst is C(O)C.[C].[Pd]. The product is [C:12]1([C:4]2[NH:3][CH:2]=[C:6]([C:7]([O:9][CH2:10][CH3:11])=[O:8])[CH:5]=2)[CH:13]=[CH:14][CH:15]=[CH:16][CH:17]=1. The yield is 0.620.